Dataset: Hepatocyte clearance measurements from AstraZeneca. Task: Regression/Classification. Given a drug SMILES string, predict its absorption, distribution, metabolism, or excretion properties. Task type varies by dataset: regression for continuous measurements (e.g., permeability, clearance, half-life) or binary classification for categorical outcomes (e.g., BBB penetration, CYP inhibition). For this dataset (clearance_hepatocyte_az), we predict log10(clearance) (log10 of the in vitro intrinsic clearance, CLint, in uL/min per 10^6 hepatocytes; values are censored to the assay range of 3 to 150, which is 0.477 to 2.18 on this log10 scale). (1) The compound is Cc1cccc(NC(=O)Nc2cccc3ccccc23)c1. The log10(clearance) is 1.96. (2) The molecule is Cc1nn(C)c2cc(N3CCN(C(=O)[C@@H]4CCCC[C@H]4C(=O)NC4(C#N)CC4)[C@H](C)C3)ccc12. The log10(clearance) is 0.870. (3) The molecule is Cc1ccc(C(=O)c2ccc(CC(=O)O)n2C)cc1. The log10(clearance) is 0.870. (4) The compound is CS(=O)(=O)NC(=O)CCCc1c(-c2ccc(F)cc2)[nH]c2ccc(C#N)cc12. The log10(clearance) is 1.16.